Dataset: Full USPTO retrosynthesis dataset with 1.9M reactions from patents (1976-2016). Task: Predict the reactants needed to synthesize the given product. (1) Given the product [CH3:30][O:29][C:27]1[CH:28]=[C:23]([C:15]2[O:14][C:10]3[N:11]=[CH:12][N:13]=[C:8]([N:1]4[CH2:6][CH2:5][CH2:4][CH2:3][CH2:2]4)[C:9]=3[C:16]=2[C:17]2[CH:22]=[CH:21][CH:20]=[CH:19][CH:18]=2)[CH:24]=[C:25]([O:31][CH3:32])[CH:26]=1, predict the reactants needed to synthesize it. The reactants are: [NH:1]1[CH2:6][CH2:5][CH2:4][CH2:3][CH2:2]1.Cl[C:8]1[C:9]2[C:16]([C:17]3[CH:22]=[CH:21][CH:20]=[CH:19][CH:18]=3)=[C:15]([C:23]3[CH:28]=[C:27]([O:29][CH3:30])[CH:26]=[C:25]([O:31][CH3:32])[CH:24]=3)[O:14][C:10]=2[N:11]=[CH:12][N:13]=1.O. (2) Given the product [Cl:1][C:2]1[CH:11]=[C:10]([CH3:12])[C:9]2[C:4](=[CH:5][C:6]([O:13][S:35]([CH3:34])(=[O:37])=[O:36])=[CH:7][CH:8]=2)[N:3]=1.[Br:14][C:15]1[CH:24]=[C:23]([CH3:25])[C:22]2[C:17](=[CH:18][C:19]([O:26][S:35]([CH3:34])(=[O:37])=[O:36])=[CH:20][CH:21]=2)[N:16]=1, predict the reactants needed to synthesize it. The reactants are: [Cl:1][C:2]1[CH:11]=[C:10]([CH3:12])[C:9]2[C:4](=[CH:5][C:6]([OH:13])=[CH:7][CH:8]=2)[N:3]=1.[Br:14][C:15]1[CH:24]=[C:23]([CH3:25])[C:22]2[C:17](=[CH:18][C:19]([OH:26])=[CH:20][CH:21]=2)[N:16]=1.C(N(CC)CC)C.[CH3:34][S:35](Cl)(=[O:37])=[O:36].C([O-])(O)=O.[Na+]. (3) Given the product [OH:1][C:2]1[C:11]([C:12](=[O:15])[CH2:13][CH3:14])=[C:10]2[C:5]([C:6]([CH2:17][CH2:18][CH3:19])=[CH:7][C:8](=[O:16])[O:9]2)=[C:4]2[O:20][C:21]([CH3:25])([CH3:24])[CH2:22][CH2:23][C:3]=12, predict the reactants needed to synthesize it. The reactants are: [OH:1][C:2]1[C:11]([C:12](=[O:15])[CH2:13][CH3:14])=[C:10]2[C:5]([C:6]([CH2:17][CH2:18][CH3:19])=[CH:7][C:8](=[O:16])[O:9]2)=[C:4]2[O:20][C:21]([CH3:25])([CH3:24])[CH:22]=[CH:23][C:3]=12.[H][H].